This data is from Forward reaction prediction with 1.9M reactions from USPTO patents (1976-2016). The task is: Predict the product of the given reaction. (1) Given the reactants [NH:1]1[CH:5]=[CH:4][CH:3]=[CH:2]1.[H-].[Na+].[Br:8][C:9]1[CH:13]=[CH:12][S:11][C:10]=1[S:14](Cl)(=[O:16])=[O:15].CCCCCC, predict the reaction product. The product is: [Br:8][C:9]1[CH:13]=[CH:12][S:11][C:10]=1[S:14]([N:1]1[CH:5]=[CH:4][CH:3]=[CH:2]1)(=[O:16])=[O:15]. (2) Given the reactants C([N:5]1[CH2:14][CH2:13][C:12]2[C:7](=[CH:8][N:9]=[C:10]([C:15]3[CH:16]=[N:17][C:18]([CH:21]4[CH2:23][CH2:22]4)=[N:19][CH:20]=3)[CH:11]=2)[CH2:6]1)(C)(C)C.[Cl:24]C(OC(Cl)C)=O.[Cl-].[Ca+2].[Cl-], predict the reaction product. The product is: [ClH:24].[CH:21]1([C:18]2[N:19]=[CH:20][C:15]([C:10]3[CH:11]=[C:12]4[C:7](=[CH:8][N:9]=3)[CH2:6][NH:5][CH2:14][CH2:13]4)=[CH:16][N:17]=2)[CH2:23][CH2:22]1. (3) Given the reactants O=[C:2]1[CH2:7][CH2:6][CH:5]([N:8]2[C:16](=[O:17])[C:15]3[C:10](=[CH:11][CH:12]=[CH:13][CH:14]=3)[C:9]2=[O:18])[CH2:4][CH2:3]1.[NH:19]1[CH2:22][CH:21]([NH:23][C:24]([CH2:26][NH:27][C:28](=[O:39])[C:29]2[CH:34]=[CH:33][CH:32]=[C:31]([C:35]([F:38])([F:37])[F:36])[CH:30]=2)=[O:25])[CH2:20]1, predict the reaction product. The product is: [O:18]=[C:9]1[C:10]2[C:15](=[CH:14][CH:13]=[CH:12][CH:11]=2)[C:16](=[O:17])[N:8]1[CH:5]1[CH2:6][CH2:7][CH:2]([N:19]2[CH2:22][CH:21]([NH:23][C:24]([CH2:26][NH:27][C:28](=[O:39])[C:29]3[CH:34]=[CH:33][CH:32]=[C:31]([C:35]([F:38])([F:36])[F:37])[CH:30]=3)=[O:25])[CH2:20]2)[CH2:3][CH2:4]1. (4) Given the reactants Cl.[NH2:2][C@@H:3]([C@@H:6]([C:11]1[CH:16]=[C:15]([F:17])[CH:14]=[C:13]([F:18])[CH:12]=1)[C:7]([F:10])([F:9])[F:8])[CH2:4][OH:5].[Cl:19][C:20]1[S:24][C:23]([S:25](Cl)(=[O:27])=[O:26])=[CH:22][CH:21]=1.CCCCCCC, predict the reaction product. The product is: [Cl:19][C:20]1[S:24][C:23]([S:25]([NH:2][C@@H:3]([C@@H:6]([C:11]2[CH:12]=[C:13]([F:18])[CH:14]=[C:15]([F:17])[CH:16]=2)[C:7]([F:8])([F:9])[F:10])[CH2:4][OH:5])(=[O:27])=[O:26])=[CH:22][CH:21]=1.